Dataset: Reaction yield outcomes from USPTO patents with 853,638 reactions. Task: Predict the reaction yield, written as a fraction of the theoretical maximum amount of product (1.0 means a 100% yield; for example, 0.34 means a 34% yield). (1) The reactants are Cl[C:2]1[O:6][N:5]=[C:4]([C:7]2[CH:12]=[CH:11][CH:10]=[CH:9][CH:8]=2)[C:3]=1[C:13]1[O:17][C:16]([C:18]2[CH:23]=[CH:22][C:21]([N:24]3[CH2:29][CH2:28][O:27][CH2:26][CH2:25]3)=[CH:20][C:19]=2[O:30][CH3:31])=[N:15][N:14]=1.[C-:32]#[N:33].[Na+].O. The catalyst is CN(C=O)C. The product is [CH3:31][O:30][C:19]1[CH:20]=[C:21]([N:24]2[CH2:29][CH2:28][O:27][CH2:26][CH2:25]2)[CH:22]=[CH:23][C:18]=1[C:16]1[O:17][C:13]([C:3]2[C:4]([C:7]3[CH:12]=[CH:11][CH:10]=[CH:9][CH:8]=3)=[N:5][O:6][C:2]=2[C:32]#[N:33])=[N:14][N:15]=1. The yield is 0.840. (2) The reactants are [Cl:1][C:2]1[N:7]=[CH:6][C:5]([N:8]([CH3:22])[C:9](=[O:21])[C:10]([C:13]2[CH:18]=[C:17]([OH:19])[CH:16]=[C:15]([Cl:20])[CH:14]=2)([CH3:12])[CH3:11])=[C:4]([C:23]2[CH:28]=[CH:27][CH:26]=[CH:25][C:24]=2[Cl:29])[CH:3]=1.CN(C)C=O.Cl[C:36]([F:43])([F:42])C(OCC)=O. The product is [Cl:1][C:2]1[N:7]=[CH:6][C:5]([N:8]([CH3:22])[C:9](=[O:21])[C:10]([C:13]2[CH:18]=[C:17]([O:19][CH:36]([F:43])[F:42])[CH:16]=[C:15]([Cl:20])[CH:14]=2)([CH3:11])[CH3:12])=[C:4]([C:23]2[CH:28]=[CH:27][CH:26]=[CH:25][C:24]=2[Cl:29])[CH:3]=1. The yield is 0.490. The catalyst is O.